Regression. Given two drug SMILES strings and cell line genomic features, predict the synergy score measuring deviation from expected non-interaction effect. From a dataset of NCI-60 drug combinations with 297,098 pairs across 59 cell lines. Drug 1: CC1=CC2C(CCC3(C2CCC3(C(=O)C)OC(=O)C)C)C4(C1=CC(=O)CC4)C. Drug 2: CN(C)N=NC1=C(NC=N1)C(=O)N. Cell line: UACC-257. Synergy scores: CSS=0.507, Synergy_ZIP=5.50, Synergy_Bliss=11.3, Synergy_Loewe=5.63, Synergy_HSA=5.35.